This data is from HIV replication inhibition screening data with 41,000+ compounds from the AIDS Antiviral Screen. The task is: Binary Classification. Given a drug SMILES string, predict its activity (active/inactive) in a high-throughput screening assay against a specified biological target. (1) The molecule is CC(C(=O)C12CC3CC(CC(C3)C1)C2)C(O)c1ccccc1. The result is 0 (inactive). (2) The drug is Cc1cc(C)c2c(c1)NP(=S)(c1ccccc1)N2. The result is 0 (inactive). (3) The drug is CN(CCCn1ccnc1[N+](=O)[O-])CCCn1ccnc1[N+](=O)[O-].O=S(=O)(O)O. The result is 0 (inactive). (4) The drug is O=C(Nc1ccccc1)OCc1nc2c([nH]1)C(=O)C=CC2=O. The result is 0 (inactive). (5) The molecule is O=C1C2C(C(=O)N1c1ccccc1)C1CCC2N1C(=O)c1ccccc1. The result is 0 (inactive).